From a dataset of Reaction yield outcomes from USPTO patents with 853,638 reactions. Predict the reaction yield, written as a fraction of the theoretical maximum amount of product (1.0 means a 100% yield; for example, 0.34 means a 34% yield). (1) The reactants are Br[C:2]1[S:3][CH:4]=[CH:5][CH:6]=1.C([Li])(C)(C)C.[CH2:12]([C@@H:14]1[O:16][CH2:15]1)[Cl:13]. The catalyst is CCOCC. The product is [Cl:13][CH2:12][C@H:14]([OH:16])[CH2:15][C:2]1[S:3][CH:4]=[CH:5][CH:6]=1. The yield is 0.250. (2) The reactants are Br[C:2]1[N:3]=[C:4]2[C:10]([C:11]([NH:13][C:14]([CH3:17])([CH3:16])[CH3:15])=[O:12])=[CH:9][N:8]([CH2:18][O:19][CH2:20][CH2:21][Si:22]([CH3:25])([CH3:24])[CH3:23])[C:5]2=[N:6][CH:7]=1.Cl.[CH2:27]([N:29]1[CH:33]=[C:32]([NH2:34])[CH:31]=[N:30]1)[CH3:28].CC(C)([O-])C.[Na+]. The catalyst is CN(C=O)C.C1(C)C=CC=CC=1.O.C([O-])(=O)C.[Pd+2].C([O-])(=O)C.C1C=CC(P(C2C(C3C(P(C4C=CC=CC=4)C4C=CC=CC=4)=CC=C4C=3C=CC=C4)=C3C(C=CC=C3)=CC=2)C2C=CC=CC=2)=CC=1. The product is [C:14]([NH:13][C:11]([C:10]1[C:4]2[C:5](=[N:6][CH:7]=[C:2]([NH:34][C:32]3[CH:31]=[N:30][N:29]([CH2:27][CH3:28])[CH:33]=3)[N:3]=2)[N:8]([CH2:18][O:19][CH2:20][CH2:21][Si:22]([CH3:25])([CH3:24])[CH3:23])[CH:9]=1)=[O:12])([CH3:17])([CH3:16])[CH3:15]. The yield is 0.510. (3) The reactants are [CH3:1][O:2][C:3]([C:5]1[C:10]([NH2:11])=[CH:9][CH:8]=[C:7]([O:12][CH3:13])N=1)=[O:4].[CH3:14]OC1N=C(C(OC)=O)C(NC(C2C3C(=CC=CC=3)C(C)=CC=2)=O)=CC=1.[N:40]1[C:49]2[C:44](=[CH:45][CH:46]=[CH:47][CH:48]=2)[C:43]([C:50]([OH:52])=O)=[CH:42][CH:41]=1.C([O-])(O)=O.[Na+]. No catalyst specified. The product is [CH3:1][O:2][C:3](=[O:4])[C:5]1[CH:14]=[C:7]([O:12][CH3:13])[CH:8]=[CH:9][C:10]=1[NH:11][C:50]([C:43]1[C:44]2[C:49](=[CH:48][CH:47]=[CH:46][CH:45]=2)[N:40]=[CH:41][CH:42]=1)=[O:52]. The yield is 0.390. (4) The reactants are [CH3:1][N:2]1[CH2:7][CH2:6][CH:5]([NH2:8])[CH2:4][CH2:3]1.[F:9][C:10]1[CH:11]=[C:12](B2OC(C)(C)C(C)(C)O2)[CH:13]=[CH:14][C:15]=1[N+:16]([O-:18])=[O:17]. The catalyst is C(Cl)Cl. The product is [F:9][C:10]1[CH:11]=[C:12]([NH:8][CH:5]2[CH2:6][CH2:7][N:2]([CH3:1])[CH2:3][CH2:4]2)[CH:13]=[CH:14][C:15]=1[N+:16]([O-:18])=[O:17]. The yield is 0.149. (5) The yield is 0.570. The catalyst is CS(C)=O. The product is [CH2:5]([O:12][C:13]1[CH:18]=[CH:17][CH:16]=[C:15]([CH2:19][CH2:20][N+:21]([O-:23])=[O:22])[CH:14]=1)[C:6]1[CH:7]=[CH:8][CH:9]=[CH:10][CH:11]=1. The reactants are C(O)(=O)C.[CH2:5]([O:12][C:13]1[CH:18]=[CH:17][CH:16]=[C:15](/[CH:19]=[CH:20]/[N+:21]([O-:23])=[O:22])[CH:14]=1)[C:6]1[CH:11]=[CH:10][CH:9]=[CH:8][CH:7]=1.[BH4-].[Na+]. (6) The yield is 0.240. The catalyst is C1COCC1.O. The reactants are II.Br[CH2:4][CH2:5][CH2:6][CH2:7][CH2:8][CH2:9][CH2:10][CH2:11][O:12][CH2:13][C:14]1[CH:19]=[CH:18][CH:17]=[CH:16][CH:15]=1.[CH:20]([O:22][CH3:23])=O.[BH4-].[Na+].Cl. The product is [CH2:13]([O:12][CH2:11][CH2:10][CH2:9][CH2:8][CH2:7][CH2:6][CH2:5][CH2:4][CH:11]([OH:12])[CH2:10][CH2:9][CH2:8][CH2:7][CH2:6][CH2:5][CH2:4][CH2:20][O:22][CH2:23][C:19]1[CH:14]=[CH:15][CH:16]=[CH:17][CH:18]=1)[C:14]1[CH:19]=[CH:18][CH:17]=[CH:16][CH:15]=1.